Predict the product of the given reaction. From a dataset of Forward reaction prediction with 1.9M reactions from USPTO patents (1976-2016). (1) Given the reactants CSC.B(F)(F)F.CCOCC.C([O:20][C:21]1[CH:26]=[CH:25][C:24]([C:27]2[N:31]([C:32]3[CH:37]=[CH:36][C:35]([Cl:38])=[CH:34][C:33]=3[Cl:39])[N:30]=[C:29]([C:40]([NH:42][CH:43]3[CH2:48][CH2:47][CH2:46][CH:45]([N:49]([CH3:51])[CH3:50])[CH2:44]3)=[O:41])[C:28]=2[CH3:52])=[CH:23][CH:22]=1)C1C=CC=CC=1.O, predict the reaction product. The product is: [Cl:39][C:33]1[CH:34]=[C:35]([Cl:38])[CH:36]=[CH:37][C:32]=1[N:31]1[C:27]([C:24]2[CH:23]=[CH:22][C:21]([OH:20])=[CH:26][CH:25]=2)=[C:28]([CH3:52])[C:29]([C:40]([NH:42][CH:43]2[CH2:48][CH2:47][CH2:46][CH:45]([N:49]([CH3:50])[CH3:51])[CH2:44]2)=[O:41])=[N:30]1. (2) Given the reactants [Br:1][C:2]1[C:7]2[N:8]([CH:14]3[CH2:16][CH2:15]3)[C:9]([C@@H:11]([NH2:13])[CH3:12])=[N:10][C:6]=2[CH:5]=[CH:4][C:3]=1[F:17].[NH2:18][C:19]1[C:24]([C:25]#[N:26])=[C:23](Cl)[N:22]=[CH:21][N:20]=1.CCN(C(C)C)C(C)C, predict the reaction product. The product is: [NH2:18][C:19]1[C:24]([C:25]#[N:26])=[C:23]([NH:13][C@H:11]([C:9]2[N:8]([CH:14]3[CH2:15][CH2:16]3)[C:7]3[C:2]([Br:1])=[C:3]([F:17])[CH:4]=[CH:5][C:6]=3[N:10]=2)[CH3:12])[N:22]=[CH:21][N:20]=1.